Task: Predict the product of the given reaction.. Dataset: Forward reaction prediction with 1.9M reactions from USPTO patents (1976-2016) (1) Given the reactants [C:1]([O:5][C:6](=[O:27])[NH:7][C@H:8]([C:19]([N:21]1[CH2:25][CH2:24][C@H:23]([F:26])[CH2:22]1)=[O:20])[C@H:9]([CH:11]1[CH2:16][CH2:15][CH:14]([NH:17][CH3:18])[CH2:13][CH2:12]1)[CH3:10])([CH3:4])([CH3:3])[CH3:2].[C:28](O)(=[O:30])[CH3:29].C(N(CC)C(C)C)(C)C.C1C=NC2N(O)N=NC=2C=1.CN(C(ON1N=NC2C=CC=NC1=2)=[N+](C)C)C.F[P-](F)(F)(F)(F)F, predict the reaction product. The product is: [C:1]([O:5][C:6](=[O:27])[NH:7][C@H:8]([C:19]([N:21]1[CH2:25][CH2:24][C@H:23]([F:26])[CH2:22]1)=[O:20])[C@H:9]([CH:11]1[CH2:16][CH2:15][CH:14]([N:17]([C:28](=[O:30])[CH3:29])[CH3:18])[CH2:13][CH2:12]1)[CH3:10])([CH3:2])([CH3:3])[CH3:4]. (2) Given the reactants [Cl:1][C:2]1[CH:7]=[CH:6][C:5]([C@:8]2([O:17][C@H:16]([CH2:18][OH:19])[C@@H:14]([OH:15])[C@H:12]([OH:13])[C@H:10]2[OH:11])[OH:9])=[CH:4][C:3]=1[CH2:20][C:21]1[CH:26]=[CH:25][C:24]([C:27]#[CH:28])=[CH:23][CH:22]=1.I[C:30]1[CH:31]=[CH:32][C:33](=[O:37])[N:34]([CH3:36])[CH:35]=1, predict the reaction product. The product is: [Cl:1][C:2]1[CH:7]=[CH:6][C:5]([C@:8]2([O:17][C@H:16]([CH2:18][OH:19])[C@@H:14]([OH:15])[C@H:12]([OH:13])[C@H:10]2[OH:11])[OH:9])=[CH:4][C:3]=1[CH2:20][C:21]1[CH:22]=[CH:23][C:24]([C:27]#[C:28][C:30]2[CH:31]=[CH:32][C:33](=[O:37])[N:34]([CH3:36])[CH:35]=2)=[CH:25][CH:26]=1. (3) The product is: [CH2:1]([C:8]1[CH:13]=[CH:12][C:11]2[NH:14][C:15]([C:16]3[CH:21]=[CH:20][C:19]([CH2:22][OH:23])=[CH:18][C:17]=3[F:27])=[N:29][C:10]=2[CH:9]=1)[C:2]1[CH:7]=[CH:6][CH:5]=[CH:4][CH:3]=1. Given the reactants [CH2:1]([C:8]1[CH:13]=[CH:12][C:11]([NH:14][C:15](=O)[C:16]2[CH:21]=[CH:20][C:19]([CH:22](OC)[O:23]C)=[CH:18][C:17]=2[F:27])=[C:10]([N+:29]([O-])=O)[CH:9]=1)[C:2]1[CH:7]=[CH:6][CH:5]=[CH:4][CH:3]=1.CC(O)=O.CCO, predict the reaction product. (4) Given the reactants [OH:1]OS([O-])=O.[K+].[Cl:7][C:8]1[N:13]=[C:12]([NH:14][C@@H:15]([C:26]([CH3:29])([CH3:28])[CH3:27])[CH2:16][S:17][CH2:18][C:19]([O:21][C:22]([CH3:25])([CH3:24])[CH3:23])=[O:20])[C:11]([F:30])=[CH:10][N:9]=1.[OH2:31], predict the reaction product. The product is: [Cl:7][C:8]1[N:13]=[C:12]([NH:14][C@@H:15]([C:26]([CH3:29])([CH3:28])[CH3:27])[CH2:16][S:17]([CH2:18][C:19]([O:21][C:22]([CH3:23])([CH3:24])[CH3:25])=[O:20])(=[O:1])=[O:31])[C:11]([F:30])=[CH:10][N:9]=1. (5) The product is: [N+:14]([CH:17]([C:18]1[O:36][CH:34]=[CH:35][CH:19]=1)[C:11]1[CH:12]=[CH:13][C:7]([N:1]2[CH2:6][CH2:5][CH2:4][CH2:3][CH2:2]2)=[C:8]([NH2:9])[CH:10]=1)([O-:16])=[O:15]. Given the reactants [N:1]1([C:7]2[CH:13]=[CH:12][CH:11]=[CH:10][C:8]=2[NH2:9])[CH2:6][CH2:5][CH2:4][CH2:3][CH2:2]1.[N+:14]([C:17]1OC(C=O)=[CH:19][CH:18]=1)([O-:16])=[O:15].C(O[BH-](O[C:34](=[O:36])[CH3:35])OC(=O)C)(=O)C.[Na+], predict the reaction product. (6) Given the reactants [F:1][C:2]1[CH:10]=[CH:9][C:8]([F:11])=[C:7]2[C:3]=1[C:4](=[O:35])[N:5]([CH2:27][C:28]1[CH:33]=[CH:32][C:31]([F:34])=[CH:30][CH:29]=1)[CH:6]2[CH2:12][CH2:13][C:14](NC1C=CC(C(F)(F)F)=CN=1)=[O:15].[CH2:36]([O:38][C:39](=[O:47])[CH2:40][C:41]1[N:42]=[C:43]([NH2:46])[S:44][CH:45]=1)[CH3:37], predict the reaction product. The product is: [CH2:36]([O:38][C:39](=[O:47])[CH2:40][C:41]1[N:42]=[C:43]([NH:46][C:14](=[O:15])[CH2:13][CH2:12][CH:6]2[C:7]3[C:3](=[C:2]([F:1])[CH:10]=[CH:9][C:8]=3[F:11])[C:4](=[O:35])[N:5]2[CH2:27][C:28]2[CH:29]=[CH:30][C:31]([F:34])=[CH:32][CH:33]=2)[S:44][CH:45]=1)[CH3:37]. (7) Given the reactants [H-].[Al+3].[Li+].[H-].[H-].[H-].[CH3:7][O:8][C:9]1[CH:14]=[C:13]([CH2:15][O:16][CH3:17])[CH:12]=[C:11]([O:18][CH3:19])[C:10]=1[C:20]1[N:21]2[N:27]=[C:26]([S:28]([CH3:31])(=O)=O)[CH:25]=[C:22]2[S:23][CH:24]=1.[OH-].[Na+], predict the reaction product. The product is: [CH3:7][O:8][C:9]1[CH:14]=[C:13]([CH2:15][O:16][CH3:17])[CH:12]=[C:11]([O:18][CH3:19])[C:10]=1[C:20]1[N:21]2[N:27]=[C:26]([S:28][CH3:31])[CH:25]=[C:22]2[S:23][CH:24]=1.